This data is from Reaction yield outcomes from USPTO patents with 853,638 reactions. The task is: Predict the reaction yield, written as a fraction of the theoretical maximum amount of product (1.0 means a 100% yield; for example, 0.34 means a 34% yield). (1) The reactants are [C:1]([O:5][C:6]([N:8]1[CH2:13][CH2:12][C:11]([CH:18]2[CH2:23][CH2:22][CH2:21][CH2:20][CH2:19]2)([CH2:14][CH2:15][CH:16]=O)[CH2:10][CH2:9]1)=[O:7])([CH3:4])([CH3:3])[CH3:2].S([CH2:34][N+:35]#[C-:36])(C1C=CC(C)=CC=1)(=O)=O.[C-]#[N:38].[Na+]. The catalyst is C(O)C. The product is [C:1]([O:5][C:6]([N:8]1[CH2:13][CH2:12][C:11]([CH:18]2[CH2:23][CH2:22][CH2:21][CH2:20][CH2:19]2)([CH2:14][CH2:15][C:16]2[NH:38][CH:34]=[N:35][CH:36]=2)[CH2:10][CH2:9]1)=[O:7])([CH3:4])([CH3:3])[CH3:2]. The yield is 0.420. (2) The reactants are Br.Br[CH2:3][C:4]1[S:8][CH:7]=[N:6][C:5]=1[CH:9]=[CH2:10].[SH:11][C:12]1[N:17]=[C:16]([OH:18])[CH:15]=[C:14]([C:19]([F:22])([F:21])[F:20])[N:13]=1.C(N(CC)CC)C. The catalyst is C(O)C. The product is [CH:9]([C:5]1[N:6]=[CH:7][S:8][C:4]=1[CH2:3][S:11][C:12]1[N:17]=[C:16]([OH:18])[CH:15]=[C:14]([C:19]([F:22])([F:20])[F:21])[N:13]=1)=[CH2:10]. The yield is 0.600. (3) The reactants are [CH2:1]([O:4][CH2:5][C:6]1[C:14]([O:15][CH3:16])=[CH:13][CH:12]=[CH:11][C:7]=1[C:8]([OH:10])=[O:9])[CH:2]=[CH2:3].[F:17][C:18]1[C:23](O)=[C:22]([F:25])[C:21]([F:26])=[C:20]([F:27])[C:19]=1[F:28].C1CCC(N=C=NC2CCCCC2)CC1.CCCCCC. The catalyst is C(OCC)(=O)C. The product is [CH2:1]([O:4][CH2:5][C:6]1[C:14]([O:15][CH3:16])=[CH:13][CH:12]=[CH:11][C:7]=1[C:8]([O:10][C:23]1[C:22]([F:25])=[C:21]([F:26])[C:20]([F:27])=[C:19]([F:28])[C:18]=1[F:17])=[O:9])[CH:2]=[CH2:3]. The yield is 1.10. (4) The reactants are [Br:1][C:2]1[CH:3]=[N:4][CH:5]=[C:6](Br)[CH:7]=1.[CH3:9][O-:10].[Na+]. The yield is 0.595. The product is [Br:1][C:2]1[CH:7]=[C:6]([O:10][CH3:9])[CH:5]=[N:4][CH:3]=1. The catalyst is CO.[Cu]. (5) The reactants are [NH2:1][C:2]1[O:3][C:4]2[C:5](=[C:7]([C:19]#[N:20])[C:8]([CH3:18])=[C:9]([C:12]3[CH:17]=[CH:16][CH:15]=[CH:14][CH:13]=3)[C:10]=2F)[N:6]=1.[CH3:21][N:22]([CH3:28])[C@H:23]1[CH2:27][CH2:26][NH:25][CH2:24]1.C(N(CC)CC)C.C(OCC)(=O)C. The catalyst is CS(C)=O.[Cl-].[Na+].O. The product is [NH2:1][C:2]1[O:3][C:4]2[C:5](=[C:7]([C:19]#[N:20])[C:8]([CH3:18])=[C:9]([C:12]3[CH:17]=[CH:16][CH:15]=[CH:14][CH:13]=3)[C:10]=2[N:25]2[CH2:26][CH2:27][C@H:23]([N:22]([CH3:28])[CH3:21])[CH2:24]2)[N:6]=1. The yield is 0.300. (6) The reactants are [F:1][C:2]1[CH:30]=[CH:29][CH:28]=[C:27]([F:31])[C:3]=1[O:4][C:5]1[CH:10]=[CH:9][C:8]([C:11]2[C:19]3[C:14](=[N:15][CH:16]=[N:17][C:18]=3[NH2:20])[N:13]([CH2:21][C@H:22]3[CH2:26][CH2:25][CH2:24][NH:23]3)[N:12]=2)=[CH:7][CH:6]=1.[C:32]([CH2:34][C:35](O)=[O:36])#[N:33]. The catalyst is ClCCl. The product is [NH2:20][C:18]1[N:17]=[CH:16][N:15]=[C:14]2[N:13]([CH2:21][C@H:22]3[CH2:26][CH2:25][CH2:24][N:23]3[C:35](=[O:36])[CH2:34][C:32]#[N:33])[N:12]=[C:11]([C:8]3[CH:7]=[CH:6][C:5]([O:4][C:3]4[C:27]([F:31])=[CH:28][CH:29]=[CH:30][C:2]=4[F:1])=[CH:10][CH:9]=3)[C:19]=12. The yield is 0.480. (7) The reactants are [CH3:1][C:2]([O:5][C:6]([NH:8][C:9]([NH:18]C(OC(C)(C)C)=O)=NS(C(F)(F)F)(=O)=O)=[O:7])([CH3:4])[CH3:3].CCN(C(C)C)C(C)C.C[OH:36]. No catalyst specified. The product is [C:6]([NH:8][C:9]([NH2:18])=[O:36])([O:5][C:2]([CH3:4])([CH3:3])[CH3:1])=[O:7]. The yield is 0.620. (8) The reactants are [N+:1]([C:4]1[CH:24]=[CH:23][C:7]([O:8][C:9]2[CH:22]=[CH:21][C:12]3[N:13]=[C:14]([NH:16][C:17](=[O:20])[O:18][CH3:19])[S:15][C:11]=3[CH:10]=2)=[CH:6][CH:5]=1)([O-])=O.Cl[Sn]Cl. The catalyst is CN(C=O)C. The product is [NH2:1][C:4]1[CH:24]=[CH:23][C:7]([O:8][C:9]2[CH:22]=[CH:21][C:12]3[N:13]=[C:14]([NH:16][C:17](=[O:20])[O:18][CH3:19])[S:15][C:11]=3[CH:10]=2)=[CH:6][CH:5]=1. The yield is 0.440. (9) The reactants are [S:1]1[C:5]2[CH:6]=[CH:7][CH:8]=[CH:9][C:4]=2[N:3]=[C:2]1[NH:10][C:11]([O:13][CH2:14][C@@H:15]([N:33]([CH3:46])[C:34]([NH:36][CH2:37][C:38]1[CH:43]=[CH:42][CH:41]=[C:40]([F:44])[C:39]=1[Cl:45])=[O:35])[CH2:16][CH2:17][C:18]([N:20]1[CH2:25][CH2:24][N:23](C(OC(C)(C)C)=O)[CH2:22][CH2:21]1)=[O:19])=[O:12].C(O)(C(F)(F)F)=O. The catalyst is C(Cl)Cl. The product is [S:1]1[C:5]2[CH:6]=[CH:7][CH:8]=[CH:9][C:4]=2[N:3]=[C:2]1[NH:10][C:11](=[O:12])[O:13][CH2:14][C@@H:15]([N:33]([CH3:46])[C:34]([NH:36][CH2:37][C:38]1[CH:43]=[CH:42][CH:41]=[C:40]([F:44])[C:39]=1[Cl:45])=[O:35])[CH2:16][CH2:17][C:18](=[O:19])[N:20]1[CH2:25][CH2:24][NH:23][CH2:22][CH2:21]1. The yield is 0.710.